This data is from Forward reaction prediction with 1.9M reactions from USPTO patents (1976-2016). The task is: Predict the product of the given reaction. (1) Given the reactants C(O)(C(F)(F)F)=O.[NH2:8][C:9]1[C:10]([C:27]#[C:28][C:29]2[CH:30]=[C:31]([CH:44]=[CH:45][CH:46]=2)[O:32][CH2:33][CH2:34][CH2:35][NH:36]C(=O)OC(C)(C)C)=[N:11][C:12]([C:15]2[CH:20]=[CH:19][C:18]([S:21]([CH:24]([CH3:26])[CH3:25])(=[O:23])=[O:22])=[CH:17][CH:16]=2)=[CH:13][N:14]=1, predict the reaction product. The product is: [NH2:36][CH2:35][CH2:34][CH2:33][O:32][C:31]1[CH:30]=[C:29]([C:28]#[C:27][C:10]2[C:9]([NH2:8])=[N:14][CH:13]=[C:12]([C:15]3[CH:16]=[CH:17][C:18]([S:21]([CH:24]([CH3:25])[CH3:26])(=[O:23])=[O:22])=[CH:19][CH:20]=3)[N:11]=2)[CH:46]=[CH:45][CH:44]=1. (2) Given the reactants [H-].[Na+].[Cl:3][C:4]1[CH:21]=[CH:20][C:7]([O:8][CH2:9][C:10]2[NH:11][C:12]3[C:18]([CH3:19])=[CH:17][CH:16]=[CH:15][C:13]=3[N:14]=2)=[CH:6][CH:5]=1.[CH2:22]([O:24][C:25]([CH:27]([CH3:31])[CH2:28][CH2:29]Br)=[O:26])[CH3:23].O, predict the reaction product. The product is: [CH2:22]([O:24][C:25]([CH:27]([CH3:31])[CH2:28][CH2:29][N:14]1[C:13]2[CH:15]=[CH:16][CH:17]=[C:18]([CH3:19])[C:12]=2[N:11]=[C:10]1[CH2:9][O:8][C:7]1[CH:20]=[CH:21][C:4]([Cl:3])=[CH:5][CH:6]=1)=[O:26])[CH3:23].